This data is from Reaction yield outcomes from USPTO patents with 853,638 reactions. The task is: Predict the reaction yield, written as a fraction of the theoretical maximum amount of product (1.0 means a 100% yield; for example, 0.34 means a 34% yield). (1) The catalyst is CN(C=O)C. The reactants are [OH:1][C:2]1[CH:3]=[C:4]([CH:7]=[CH:8][C:9]=1[O:10][CH3:11])[CH:5]=[O:6].C([O-])([O-])=O.[K+].[K+].Br[CH2:19][CH2:20][F:21]. The yield is 0.970. The product is [F:21][CH2:20][CH2:19][O:1][C:2]1[CH:3]=[C:4]([CH:7]=[CH:8][C:9]=1[O:10][CH3:11])[CH:5]=[O:6]. (2) The reactants are [OH:1][C:2]1[N:10]=[CH:9][CH:8]=[CH:7][C:3]=1[C:4]([OH:6])=[O:5].[N+:11]([O-])([OH:13])=[O:12]. The catalyst is OS(O)(=O)=O. The product is [N+:11]([C:8]1[CH:9]=[N:10][C:2]([OH:1])=[C:3]([CH:7]=1)[C:4]([OH:6])=[O:5])([O-:13])=[O:12]. The yield is 0.440. (3) The yield is 1.00. The catalyst is C(OCC)(=O)C.[Pd]. The reactants are [O:1]=[C:2]1[C@@H:8]2[CH2:9][C@@H:4]([CH2:5][CH2:6][C@@H:7]2[NH:10]C(=O)OCC2C=CC=CC=2)[O:3]1. The product is [NH2:10][C@H:7]1[CH2:6][CH2:5][C@@H:4]2[CH2:9][C@H:8]1[C:2](=[O:1])[O:3]2. (4) The reactants are C(=O)(OC(C)(C)C)[O:2][CH2:3][CH2:4][CH:5]1[CH2:10][O:9][C:8]2[CH:11]=[C:12](Br)[CH:13]=[N:14][C:7]=2[NH:6]1.C([O-])([O-])=O.[Cs+].[Cs+].[C:28]([C:32]1[O:36][N:35]=[C:34]([NH:37][C:38]([NH:40][C:41]2[CH:46]=[CH:45][C:44](B3OC(C)(C)C(C)(C)O3)=[CH:43][CH:42]=2)=[O:39])[CH:33]=1)([CH3:31])([CH3:30])[CH3:29]. The catalyst is O1CCOCC1.CN(C=O)C.O.C1C=CC([P]([Pd]([P](C2C=CC=CC=2)(C2C=CC=CC=2)C2C=CC=CC=2)([P](C2C=CC=CC=2)(C2C=CC=CC=2)C2C=CC=CC=2)[P](C2C=CC=CC=2)(C2C=CC=CC=2)C2C=CC=CC=2)(C2C=CC=CC=2)C2C=CC=CC=2)=CC=1. The product is [C:28]([C:32]1[O:36][N:35]=[C:34]([NH:37][C:38]([NH:40][C:41]2[CH:46]=[CH:45][C:44]([C:12]3[CH:13]=[N:14][C:7]4[NH:6][CH:5]([CH2:4][CH2:3][OH:2])[CH2:10][O:9][C:8]=4[CH:11]=3)=[CH:43][CH:42]=2)=[O:39])[CH:33]=1)([CH3:31])([CH3:29])[CH3:30]. The yield is 0.230. (5) The reactants are CC(C)([O-])C.[K+].[CH3:7][C:8]1[C:12]([C:13]2[CH:14]=[C:15]([C:34]([NH2:36])=[O:35])[C:16]3[NH:17][C:18]4[C:23]([C:24]=3[CH:25]=2)=[CH:22][C:21]([C:26]([N:28]2[CH2:33][CH2:32][O:31][CH2:30][CH2:29]2)=[O:27])=[CH:20][CH:19]=4)=[C:11]([CH3:37])[O:10][N:9]=1.[CH:38]1([S:41](Cl)(=[O:43])=[O:42])[CH2:40][CH2:39]1. The catalyst is O1CCCC1. The product is [CH:38]1([S:41]([N:17]2[C:16]3[C:15]([C:34]([NH2:36])=[O:35])=[CH:14][C:13]([C:12]4[C:8]([CH3:7])=[N:9][O:10][C:11]=4[CH3:37])=[CH:25][C:24]=3[C:23]3[C:18]2=[CH:19][CH:20]=[C:21]([C:26]([N:28]2[CH2:29][CH2:30][O:31][CH2:32][CH2:33]2)=[O:27])[CH:22]=3)(=[O:43])=[O:42])[CH2:40][CH2:39]1. The yield is 0.704.